Dataset: Full USPTO retrosynthesis dataset with 1.9M reactions from patents (1976-2016). Task: Predict the reactants needed to synthesize the given product. (1) Given the product [N+:8]([C:11]1[CH:18]=[CH:17][CH:16]=[CH:15][C:12]=1[CH2:13][NH:1][CH2:2][C:3]([O:5][CH2:6][CH3:7])=[O:4])([O-:10])=[O:9], predict the reactants needed to synthesize it. The reactants are: [NH2:1][CH2:2][C:3]([O:5][CH2:6][CH3:7])=[O:4].[N+:8]([C:11]1[CH:18]=[CH:17][CH:16]=[CH:15][C:12]=1[CH2:13]Br)([O-:10])=[O:9].C(=O)([O-])O.[Na+]. (2) Given the product [Cl:1][C:2]1[CH:3]=[CH:4][C:5]2[N:6]([C:8]([CH2:11][C:13]3[CH:18]=[CH:17][C:16]([O:19][CH3:20])=[CH:15][CH:14]=3)=[CH:9][N:10]=2)[N:7]=1, predict the reactants needed to synthesize it. The reactants are: [Cl:1][C:2]1[CH:3]=[CH:4][C:5]2[N:6]([C:8]([C:11]([C:13]3[CH:18]=[CH:17][C:16]([O:19][CH3:20])=[CH:15][CH:14]=3)=O)=[CH:9][N:10]=2)[N:7]=1.[BH4-].[Na+].O.C([SiH](CC)CC)C.